From a dataset of Catalyst prediction with 721,799 reactions and 888 catalyst types from USPTO. Predict which catalyst facilitates the given reaction. (1) Reactant: [Cl:1][C:2]1[CH:7]=[CH:6][N:5]2[N:8]=[C:9]([C:15]3[CH:20]=[CH:19][C:18]([O:21][CH3:22])=[CH:17][CH:16]=3)[C:10]([CH:11]([OH:14])[C:12]#[CH:13])=[C:4]2[CH:3]=1. Product: [Cl:1][C:2]1[CH:7]=[CH:6][N:5]2[N:8]=[C:9]([C:15]3[CH:16]=[CH:17][C:18]([O:21][CH3:22])=[CH:19][CH:20]=3)[C:10]([C:11](=[O:14])[C:12]#[CH:13])=[C:4]2[CH:3]=1. The catalyst class is: 428. (2) Reactant: [NH2:1][C:2]1[S:3][C:4]([O:13][CH3:14])=[C:5]([CH3:12])[C:6]=1[C:7]([O:9]CC)=O.ClC(Cl)(O[C:19](=[O:25])OC(Cl)(Cl)Cl)Cl.C(N(CC)CC)C.[C:34]1([C@H:40]([NH2:42])[CH3:41])[CH:39]=[CH:38][CH:37]=[CH:36][CH:35]=1. Product: [CH3:14][O:13][C:4]1[S:3][C:2]2[NH:1][C:19](=[O:25])[N:42]([C@@H:40]([C:34]3[CH:39]=[CH:38][CH:37]=[CH:36][CH:35]=3)[CH3:41])[C:7](=[O:9])[C:6]=2[C:5]=1[CH3:12]. The catalyst class is: 2. (3) Reactant: [CH:1]([Li])([CH2:3]C)[CH3:2].[Cl:6][C:7]1[CH:8]=[C:9]([C@@H:13]2[C@:18]([C:20]3[CH:25]=[CH:24][C:23]([Cl:26])=[CH:22][CH:21]=3)([CH3:19])[N:17]([CH:27]([CH3:29])[CH3:28])[C:16](=[O:30])[CH2:15][CH2:14]2)[CH:10]=[CH:11][CH:12]=1.C(Br)C=C. Product: [CH2:3]([C@@H:15]1[CH2:14][C@H:13]([C:9]2[CH:10]=[CH:11][CH:12]=[C:7]([Cl:6])[CH:8]=2)[C@:18]([C:20]2[CH:21]=[CH:22][C:23]([Cl:26])=[CH:24][CH:25]=2)([CH3:19])[N:17]([CH:27]([CH3:28])[CH3:29])[C:16]1=[O:30])[CH:1]=[CH2:2]. The catalyst class is: 1. (4) Reactant: [OH:1][CH:2]1[CH2:6][CH2:5][NH:4][CH2:3]1.[C:7]([O:11][C:12](O[C:12]([O:11][C:7]([CH3:10])([CH3:9])[CH3:8])=[O:13])=[O:13])([CH3:10])([CH3:9])[CH3:8]. Product: [C:7]([O:11][C:12]([N:4]1[CH2:5][CH2:6][CH:2]([OH:1])[CH2:3]1)=[O:13])([CH3:10])([CH3:9])[CH3:8]. The catalyst class is: 64. (5) Reactant: [NH:1]1[C:5]2[C:6]3[CH:7]=[CH:8][N:9]=[CH:10][C:11]=3[CH2:12][CH2:13][C:4]=2[C:3]([C:14]([OH:16])=O)=[CH:2]1.C1C=CC2N(O)N=[N:23]C=2C=1.N.CN(C(ON1N=NC2C=CC=CC1=2)=[N+](C)C)C.[B-](F)(F)(F)F.CCN(C(C)C)C(C)C. Product: [NH:1]1[C:5]2[C:6]3[CH:7]=[CH:8][N:9]=[CH:10][C:11]=3[CH2:12][CH2:13][C:4]=2[C:3]([C:14]([NH2:23])=[O:16])=[CH:2]1. The catalyst class is: 3. (6) Reactant: [NH2:1][C:2]1[C:3]([Cl:12])=[C:4]([CH:8]=[C:9]([Cl:11])[CH:10]=1)[C:5]([OH:7])=[O:6].S(=O)(=O)(O)O.[OH-].[Na+].[CH3:20]O. Product: [NH2:1][C:2]1[C:3]([Cl:12])=[C:4]([CH:8]=[C:9]([Cl:11])[CH:10]=1)[C:5]([O:7][CH3:20])=[O:6]. The catalyst class is: 6. (7) Product: [CH2:12]([N:19]([CH2:25][C:26]1[CH:31]=[CH:30][CH:29]=[CH:28][CH:27]=1)[C@H:20]([C@@H:22]([OH:23])[CH2:24][C:1]#[CH:2])[CH3:21])[C:13]1[CH:18]=[CH:17][CH:16]=[CH:15][CH:14]=1. Reactant: [CH2:1]([Li])[CH2:2]CC.C([Si](C)(C)C)#C.[CH2:12]([N:19]([CH2:25][C:26]1[CH:31]=[CH:30][CH:29]=[CH:28][CH:27]=1)[C@H:20]([C@@H:22]1[CH2:24][O:23]1)[CH3:21])[C:13]1[CH:18]=[CH:17][CH:16]=[CH:15][CH:14]=1.B(F)(F)F.CCOCC.[Cl-].[NH4+].C(=O)([O-])[O-].[K+].[K+]. The catalyst class is: 7. (8) Reactant: [C:1]1(/[C:7](=[N:9]/[NH:10][C:11](=[O:18])[C:12]2[CH:17]=[CH:16][CH:15]=[CH:14][CH:13]=2)/[CH3:8])[CH:6]=[CH:5][CH:4]=[CH:3][CH:2]=1.CS(O)(=O)=O.O.[H][H]. Product: [C:1]1([CH:7]([NH:9][NH:10][C:11](=[O:18])[C:12]2[CH:13]=[CH:14][CH:15]=[CH:16][CH:17]=2)[CH3:8])[CH:2]=[CH:3][CH:4]=[CH:5][CH:6]=1. The catalyst class is: 21. (9) Reactant: [O:1]1[CH:5]=[CH:4][CH:3]=[C:2]1[C:6]1[CH:11]=[CH:10][CH:9]=[CH:8][C:7]=1[CH2:12][NH:13][C:14]([C:16]1[CH:47]=[CH:46][C:19]([CH2:20][NH:21][C:22]([N:24]2[C:33]3[C:28](=[CH:29][CH:30]=[CH:31][C:32]=3[F:34])[N:27]([CH2:35][CH2:36][O:37][Si](C(C)(C)C)(C)C)[C:26](=[O:45])[CH2:25]2)=[O:23])=[C:18]([CH3:48])[CH:17]=1)=[O:15].[F-].C([N+](CCCC)(CCCC)CCCC)CCC. Product: [O:1]1[CH:5]=[CH:4][CH:3]=[C:2]1[C:6]1[CH:11]=[CH:10][CH:9]=[CH:8][C:7]=1[CH2:12][NH:13][C:14]([C:16]1[CH:47]=[CH:46][C:19]([CH2:20][NH:21][C:22]([N:24]2[C:33]3[C:28](=[CH:29][CH:30]=[CH:31][C:32]=3[F:34])[N:27]([CH2:35][CH2:36][OH:37])[C:26](=[O:45])[CH2:25]2)=[O:23])=[C:18]([CH3:48])[CH:17]=1)=[O:15]. The catalyst class is: 1. (10) Reactant: CS(O[CH2:6][C@H:7]1[N:18]2[C:19]3[C:10](=[C:11]([Br:21])[CH:12]=[N:13][C:14]=3[CH:15]=[CH:16][C:17]2=[O:20])[O:9][CH2:8]1)(=O)=O.N1C=CC=CC=1.[NH:28]1[CH2:33][CH2:32][CH:31]([NH:34][C:35](=[O:41])[O:36][C:37]([CH3:40])([CH3:39])[CH3:38])[CH2:30][CH2:29]1. Product: [Br:21][C:11]1[CH:12]=[N:13][C:14]2[CH:15]=[CH:16][C:17](=[O:20])[N:18]3[C@H:7]([CH2:6][N:28]4[CH2:29][CH2:30][CH:31]([NH:34][C:35](=[O:41])[O:36][C:37]([CH3:39])([CH3:38])[CH3:40])[CH2:32][CH2:33]4)[CH2:8][O:9][C:10]=1[C:19]=23. The catalyst class is: 115.